From a dataset of Full USPTO retrosynthesis dataset with 1.9M reactions from patents (1976-2016). Predict the reactants needed to synthesize the given product. (1) Given the product [CH3:37][N:34]1[CH2:35][CH2:36][N:31]([C:27]2[N:26]3[CH:38]=[C:23]([CH2:22][NH:11][C@@H:12]4[C:21]5[N:20]=[CH:19][CH:18]=[CH:17][C:16]=5[CH2:15][CH2:14][CH2:13]4)[N:24]=[C:25]3[CH:30]=[CH:29][CH:28]=2)[CH2:32][CH2:33]1, predict the reactants needed to synthesize it. The reactants are: COC1C=CC([C@@H]([N:11]([CH2:22][C:23]2[N:24]=[C:25]3[CH:30]=[CH:29][CH:28]=[C:27]([N:31]4[CH2:36][CH2:35][N:34]([CH3:37])[CH2:33][CH2:32]4)[N:26]3[CH:38]=2)[C@@H:12]2[C:21]3[N:20]=[CH:19][CH:18]=[CH:17][C:16]=3[CH2:15][CH2:14][CH2:13]2)C)=CC=1.FC(F)(F)C(O)=O. (2) Given the product [CH:19]1([C:17]([N:14]2[CH2:15][CH2:16][C@@H:12]([CH2:11][N:10]3[C:3]4[CH:4]=[CH:5][CH:6]=[C:7]([O:8][CH3:9])[C:2]=4[N:1]=[C:33]3[C:32]3[CH:31]=[CH:30][C:29]([C:26]4[CH:27]=[CH:28][C:23]([F:22])=[CH:24][CH:25]=4)=[CH:36][CH:35]=3)[CH2:13]2)=[O:18])[CH2:20][CH2:21]1, predict the reactants needed to synthesize it. The reactants are: [NH2:1][C:2]1[C:7]([O:8][CH3:9])=[CH:6][CH:5]=[CH:4][C:3]=1[NH:10][CH2:11][C@@H:12]1[CH2:16][CH2:15][N:14]([C:17]([CH:19]2[CH2:21][CH2:20]2)=[O:18])[CH2:13]1.[F:22][C:23]1[CH:28]=[CH:27][C:26]([C:29]2[CH:36]=[CH:35][C:32]([CH:33]=O)=[CH:31][CH:30]=2)=[CH:25][CH:24]=1.OOS([O-])=O.[K+].C([O-])([O-])=O.[K+].[K+]. (3) Given the product [OH:17][C:4]1[C:3]([NH:2]/[N:18]=[C:34]2/[C:33]([CH3:37])=[N:32][N:31]([C:27]3[CH:26]=[C:25]4[C:30](=[CH:29][CH:28]=3)[CH2:22][CH2:23][CH2:24]4)[C:35]/2=[O:36])=[CH:8][CH:7]=[CH:6][C:5]=1[C:9]1[O:13][C:12]([C:14]([OH:16])=[O:15])=[CH:11][CH:10]=1, predict the reactants needed to synthesize it. The reactants are: Br.[NH2:2][C:3]1[C:4]([OH:17])=[C:5]([C:9]2[O:13][C:12]([C:14]([OH:16])=[O:15])=[CH:11][CH:10]=2)[CH:6]=[CH:7][CH:8]=1.[N:18]([O-])=O.[Na+].[CH2:22]1[C:30]2[C:25](=[CH:26][C:27]([N:31]3[C:35](=[O:36])[CH2:34][C:33]([CH3:37])=[N:32]3)=[CH:28][CH:29]=2)[CH2:24][CH2:23]1.C(=O)(O)[O-].[Na+]. (4) Given the product [O:21]1[CH:25]=[CH:24][CH:23]=[C:22]1[CH:26]1[C:3]([C:4]([O:6][CH2:7][C:8]2[CH:13]=[CH:12][C:11]([O:14][CH3:15])=[CH:10][CH:9]=2)=[O:5])=[C:2]([CH3:16])[NH:20][C:18](=[O:19])[NH:17]1, predict the reactants needed to synthesize it. The reactants are: O=[C:2]([CH3:16])[CH2:3][C:4]([O:6][CH2:7][C:8]1[CH:13]=[CH:12][C:11]([O:14][CH3:15])=[CH:10][CH:9]=1)=[O:5].[NH2:17][C:18]([NH2:20])=[O:19].[O:21]1[CH:25]=[CH:24][CH:23]=[C:22]1[CH:26]=O. (5) Given the product [CH3:18][C:17]1[O:6][C@H:5]([C:7]([O:9][CH2:10][CH3:11])=[O:8])[C@H:4]([CH2:1][CH2:2][CH3:3])[N:19]=1, predict the reactants needed to synthesize it. The reactants are: [CH2:1]([C@H:4]1[O:6][C@@H:5]1[C:7]([O:9][CH2:10][CH3:11])=[O:8])[CH2:2][CH3:3].C(=O)([O-])O.[Na+].[C:17](#[N:19])[CH3:18].